This data is from Reaction yield outcomes from USPTO patents with 853,638 reactions. The task is: Predict the reaction yield, written as a fraction of the theoretical maximum amount of product (1.0 means a 100% yield; for example, 0.34 means a 34% yield). (1) The reactants are [C:1]([O:5][C:6](=[O:36])[NH:7][C:8]1([C:12]2[CH:17]=[CH:16][C:15]([C:18]3[C:27](=[O:28])[C:26]4[C:21](=[CH:22][CH:23]=[C:24](F)[CH:25]=4)[O:20][C:19]=3[C:30]3[CH:35]=[CH:34][CH:33]=[CH:32][CH:31]=3)=[CH:14][CH:13]=2)[CH2:11][CH2:10][CH2:9]1)([CH3:4])([CH3:3])[CH3:2].[CH2:37]([N:39]1[N:59]=C2C3OC(C4C=CC=CC=4)=C(I)C(=O)C=3C=C[C:41]2=[CH:40]1)C. No catalyst specified. The product is [C:1]([O:5][C:6](=[O:36])[NH:7][C:8]1([C:12]2[CH:17]=[CH:16][C:15]([C:18]3[C:27](=[O:28])[C:26]4[CH:25]=[CH:24][C:23]5[C:22](=[N:59][N:39]([CH2:40][CH3:41])[CH:37]=5)[C:21]=4[O:20][C:19]=3[C:30]3[CH:35]=[CH:34][CH:33]=[CH:32][CH:31]=3)=[CH:14][CH:13]=2)[CH2:11][CH2:10][CH2:9]1)([CH3:4])([CH3:3])[CH3:2]. The yield is 0.890. (2) The reactants are [CH3:1][N:2]([CH3:17])[CH:3]([CH2:7][CH2:8][S:9][S:10][C:11]1[CH:16]=[CH:15][CH:14]=[CH:13][N:12]=1)[C:4]([OH:6])=[O:5].O[N:19]1[C:23](=[O:24])[CH2:22][CH2:21][C:20]1=[O:25].C(Cl)CCl. The catalyst is CC(N(C)C)=O. The product is [CH3:17][N:2]([CH3:1])[CH:3]([CH2:7][CH2:8][S:9][S:10][C:11]1[CH:16]=[CH:15][CH:14]=[CH:13][N:12]=1)[C:4]([O:6][N:19]1[C:23](=[O:24])[CH2:22][CH2:21][C:20]1=[O:25])=[O:5]. The yield is 0.350.